Dataset: Forward reaction prediction with 1.9M reactions from USPTO patents (1976-2016). Task: Predict the product of the given reaction. (1) Given the reactants [F:1][C:2]1[CH:8]=[CH:7][C:5]([NH2:6])=[CH:4][CH:3]=1.[O:9]=[C:10]1[C:15]([C:16]([O:18][CH3:19])=[O:17])=[CH:14][CH:13]=[CH:12]O1.Cl.CN(C)CCCN=C=NCC.O, predict the reaction product. The product is: [F:1][C:2]1[CH:8]=[CH:7][C:5]([N:6]2[CH:12]=[CH:13][CH:14]=[C:15]([C:16]([O:18][CH3:19])=[O:17])[C:10]2=[O:9])=[CH:4][CH:3]=1. (2) Given the reactants [CH2:1]([N:8]1[CH:13]([CH2:14]O)[CH2:12][O:11][C:10]([CH3:17])([CH3:16])[C:9]1=[O:18])[C:2]1[CH:7]=[CH:6][CH:5]=[CH:4][CH:3]=1.COCCN(S(F)(F)[F:29])CCOC.C(=O)(O)[O-].[Na+], predict the reaction product. The product is: [CH2:1]([N:8]1[CH:13]([CH2:14][F:29])[CH2:12][O:11][C:10]([CH3:17])([CH3:16])[C:9]1=[O:18])[C:2]1[CH:7]=[CH:6][CH:5]=[CH:4][CH:3]=1.